From a dataset of Catalyst prediction with 721,799 reactions and 888 catalyst types from USPTO. Predict which catalyst facilitates the given reaction. (1) Reactant: Cl.O.[OH:3][C:4]12[C:15]3[C:10](=[C:11]([N+:16]([O-])=O)[CH:12]=[CH:13][CH:14]=3)[C:9](=[O:19])[C:8]1([OH:20])[C:7]1[CH:21]=[CH:22][C:23]([CH:25]([CH3:27])[CH3:26])=[CH:24][C:6]=1[O:5]2. Product: [NH2:16][C:11]1[CH:12]=[CH:13][CH:14]=[C:15]2[C:10]=1[C:9](=[O:19])[C:8]1([OH:20])[C:7]3[CH:21]=[CH:22][C:23]([CH:25]([CH3:27])[CH3:26])=[CH:24][C:6]=3[O:5][C:4]12[OH:3]. The catalyst class is: 186. (2) Reactant: [Br-].[N:2]1([C:7]2[CH:25]=[CH:24][C:10]([C:11](=[O:23])[CH2:12][N+:13]3[C:22]4[C:17](=[CH:18][CH:19]=[CH:20][CH:21]=4)[CH:16]=[CH:15][CH:14]=3)=[CH:9][CH:8]=2)[CH2:6][CH2:5][CH2:4][CH2:3]1.BrCC(C1C=C[C:33]([N:36]2CCCC2)=[CH:32][CH:31]=1)=O.N1C2C(=CC=CC=2)C=CC=1. Product: [C:33]([C:32]1[CH:31]=[C:12]([C:11](=[O:23])[C:10]2[CH:9]=[CH:8][C:7]([N:2]3[CH2:6][CH2:5][CH2:4][CH2:3]3)=[CH:25][CH:24]=2)[N:13]2[C:22]3[C:17](=[CH:18][CH:19]=[CH:20][CH:21]=3)[CH:16]=[CH:15][C:14]=12)#[N:36]. The catalyst class is: 10.